From a dataset of Reaction yield outcomes from USPTO patents with 853,638 reactions. Predict the reaction yield, written as a fraction of the theoretical maximum amount of product (1.0 means a 100% yield; for example, 0.34 means a 34% yield). (1) The reactants are [F:1][C:2]1([F:46])[CH2:7][CH2:6][CH:5]([C:8]2[C:17]3[CH:16]([OH:18])[CH2:15][C:14]([CH3:20])([CH3:19])[CH2:13][C:12]=3[N:11]=[C:10]([CH:21]3[CH2:26][CH2:25][N:24]([C:27]4[N:32]=[CH:31][C:30]([OH:33])=[CH:29][N:28]=4)[CH2:23][CH2:22]3)[C:9]=2[CH:34]([F:45])[C:35]2[CH:40]=[CH:39][C:38]([C:41]([F:44])([F:43])[F:42])=[CH:37][CH:36]=2)[CH2:4][CH2:3]1.C(=O)([O-])[O-].[Cs+].[Cs+].I[CH2:54][CH:55]([CH3:57])[CH3:56].O. The catalyst is O1CCCC1. The product is [F:46][C:2]1([F:1])[CH2:3][CH2:4][CH:5]([C:8]2[C:17]3[CH:16]([OH:18])[CH2:15][C:14]([CH3:19])([CH3:20])[CH2:13][C:12]=3[N:11]=[C:10]([CH:21]3[CH2:22][CH2:23][N:24]([C:27]4[N:32]=[CH:31][C:30]([O:33][CH2:54][CH:55]([CH3:57])[CH3:56])=[CH:29][N:28]=4)[CH2:25][CH2:26]3)[C:9]=2[CH:34]([F:45])[C:35]2[CH:36]=[CH:37][C:38]([C:41]([F:43])([F:42])[F:44])=[CH:39][CH:40]=2)[CH2:6][CH2:7]1. The yield is 0.680. (2) The reactants are [N+:1]([O-:4])(O)=[O:2].[Br:5][C:6]1[C:10]2[C:11](=[O:15])[NH:12][CH:13]=[CH:14][C:9]=2[S:8][C:7]=1[CH3:16]. The catalyst is S(=O)(=O)(O)O.C1N(COCCO)C2NC(N)=NC(=O)C=2N=1. The product is [Br:5][C:6]1[C:10]2[C:11](=[O:15])[NH:12][CH:13]=[C:14]([N+:1]([O-:4])=[O:2])[C:9]=2[S:8][C:7]=1[CH3:16]. The yield is 0.640. (3) The reactants are [CH3:1][CH:2]([CH2:8][CH2:9][CH3:10])/[CH:3]=[CH:4]/[C:5](O)=[O:6].C(N(C(C)C)CC)(C)C.CN(C(ON1N=NC2C=CC=NC1=2)=[N+](C)C)C.F[P-](F)(F)(F)(F)F.[CH3:44][O:45][C:46]1[CH:55]=[C:54]([N:56]2[CH2:61][CH2:60][NH:59][CH2:58][CH2:57]2)[C:53]2[C:48](=[CH:49][CH:50]=[CH:51][CH:52]=2)[N:47]=1. The catalyst is CN(C=O)C. The product is [CH3:44][O:45][C:46]1[CH:55]=[C:54]([N:56]2[CH2:61][CH2:60][N:59]([C:5](=[O:6])/[CH:4]=[CH:3]/[CH:2]([CH3:1])[CH2:8][CH2:9][CH3:10])[CH2:58][CH2:57]2)[C:53]2[C:48](=[CH:49][CH:50]=[CH:51][CH:52]=2)[N:47]=1. The yield is 0.398. (4) The reactants are [C:1]1([CH3:18])[CH:6]=[CH:5][CH:4]=[CH:3][C:2]=1[N:7]1[C:11]2[CH:12]=[CH:13][CH:14]=[C:15]([C:16]#[N:17])[C:10]=2[N:9]=[CH:8]1.[I:19][CH3:20]. The catalyst is CC#N. The product is [I-:19].[C:16]([C:15]1[C:10]2[N+:9]([CH3:20])=[CH:8][N:7]([C:2]3[CH:3]=[CH:4][CH:5]=[CH:6][C:1]=3[CH3:18])[C:11]=2[CH:12]=[CH:13][CH:14]=1)#[N:17]. The yield is 0.670. (5) The reactants are Cl.[NH2:2][CH2:3][C:4]1[CH:9]=[C:8]([F:10])[C:7]([NH:11][S:12]([CH3:15])(=[O:14])=[O:13])=[C:6]([CH:16]=[CH2:17])[CH:5]=1.[O:18]([C:25]1[C:30]([CH:31]=[CH:32][C:33](O)=[O:34])=[CH:29][CH:28]=[C:27]([C:36]([F:39])([F:38])[F:37])[N:26]=1)[C:19]1[CH:24]=[CH:23][CH:22]=[CH:21][CH:20]=1. No catalyst specified. The product is [C:16]([C:6]1[CH:5]=[C:4]([CH:9]=[C:8]([F:10])[C:7]=1[NH:11][S:12]([CH3:15])(=[O:14])=[O:13])[CH2:3][NH:2][C:33](=[O:34])[CH:32]=[CH:31][C:30]1[C:25]([O:18][C:19]2[CH:24]=[CH:23][CH:22]=[CH:21][CH:20]=2)=[N:26][C:27]([C:36]([F:37])([F:38])[F:39])=[CH:28][CH:29]=1)#[CH:17]. The yield is 0.750. (6) The reactants are CS(O)(=O)=O.O=P12OP3(OP(OP(O3)(O1)=O)(=O)O2)=O.[CH:20]1[C:28]2[C:27]3[CH:29]=[CH:30][CH:31]=[CH:32][C:26]=3[S:25](=O)[C:24]=2[CH:23]=[CH:22][CH:21]=1.[CH3:34][C:35]1[CH:40]=[CH:39][CH:38]=[C:37]([CH3:41])[C:36]=1[OH:42].[Br-:43].[K+]. The catalyst is ClCCl.C(OCC)(=O)C.O. The product is [Br-:43].[OH:42][C:36]1[C:37]([CH3:41])=[CH:38][C:39]([S+:25]2[C:24]3[CH:23]=[CH:22][CH:21]=[CH:20][C:28]=3[C:27]3[CH:29]=[CH:30][CH:31]=[CH:32][C:26]2=3)=[CH:40][C:35]=1[CH3:34]. The yield is 0.350.